Dataset: CYP2C19 inhibition data for predicting drug metabolism from PubChem BioAssay. Task: Regression/Classification. Given a drug SMILES string, predict its absorption, distribution, metabolism, or excretion properties. Task type varies by dataset: regression for continuous measurements (e.g., permeability, clearance, half-life) or binary classification for categorical outcomes (e.g., BBB penetration, CYP inhibition). Dataset: cyp2c19_veith. (1) The compound is CC1=NNC(=S)NCCCN2CCN(CCCNC(=S)NN=C(C)C=NNC(=S)NCCCN3CCN(CCCNC(=S)NN=C1)CC3)CC2. The result is 0 (non-inhibitor). (2) The drug is CC1(C)[C@@H](CC(=O)O)CCC[C@@H]1CC(=O)O. The result is 0 (non-inhibitor). (3) The drug is CCn1cc(C(=O)N/N=C(/C)c2ccc(F)cc2)c(=O)c2cc(F)c(N3CCCC3)cc21. The result is 1 (inhibitor). (4) The drug is O=C1CSC(=S)N1/N=C\c1ccc(Cl)c([N+](=O)[O-])c1. The result is 0 (non-inhibitor). (5) The drug is CN1CC(c2ccccn2)C2(SC(=S)N(Cc3ccccc3)C2=O)C12C(=O)Nc1ccccc12. The result is 1 (inhibitor). (6) The molecule is Cn1nc(C(=O)NC2CCCCC2)c2ccccc2c1=O. The result is 0 (non-inhibitor).